Dataset: Full USPTO retrosynthesis dataset with 1.9M reactions from patents (1976-2016). Task: Predict the reactants needed to synthesize the given product. (1) The reactants are: [Si:1]([O:8][C@H:9]([CH3:15])[C:10]([O:12]CC)=O)([C:4]([CH3:7])([CH3:6])[CH3:5])([CH3:3])[CH3:2].[Cl:16][CH2:17]C([O-])=O.[Na+].C(N(CC)CC)C.C([Mg]Cl)(C)(C)C.Cl. Given the product [Cl:16][CH2:17][C:10](=[O:12])[C@H:9]([O:8][Si:1]([C:4]([CH3:5])([CH3:6])[CH3:7])([CH3:2])[CH3:3])[CH3:15], predict the reactants needed to synthesize it. (2) Given the product [C:1]([O:5][C:6](=[O:30])[NH:7][C:8]1[C:13]([NH2:14])=[CH:12][C:11]([C:17]2[CH:22]=[CH:21][CH:20]=[CH:19][C:18]=2[F:23])=[C:10]([O:24][CH2:25][C:26]([F:27])([F:28])[F:29])[CH:9]=1)([CH3:4])([CH3:2])[CH3:3], predict the reactants needed to synthesize it. The reactants are: [C:1]([O:5][C:6](=[O:30])[NH:7][C:8]1[C:13]([N+:14]([O-])=O)=[CH:12][C:11]([C:17]2[CH:22]=[CH:21][CH:20]=[CH:19][C:18]=2[F:23])=[C:10]([O:24][CH2:25][C:26]([F:29])([F:28])[F:27])[CH:9]=1)([CH3:4])([CH3:3])[CH3:2]. (3) Given the product [NH2:2][C:1]1[N:25]([C:21]2[CH:22]=[CH:23][CH:24]=[C:19]([N+:16]([O-:18])=[O:17])[CH:20]=2)[N:26]=[C:9]([CH2:10][CH3:11])[C:3]=1[C:4]([O:6][CH2:7][CH3:8])=[O:5], predict the reactants needed to synthesize it. The reactants are: [C:1]([C:3](=[C:9](OCC)[CH2:10][CH3:11])[C:4]([O:6][CH2:7][CH3:8])=[O:5])#[N:2].Cl.[N+:16]([C:19]1[CH:20]=[C:21]([NH:25][NH2:26])[CH:22]=[CH:23][CH:24]=1)([O-:18])=[O:17].C(N(CC)CC)C. (4) Given the product [CH3:15][C:16]1[CH:17]=[C:18]([C:25]([O-:27])=[O:26])[C:19](=[CH:23][CH:24]=1)[C:20]([O-:22])=[O:21].[CH3:6][NH+:7]1[CH2:11][CH:10]([CH3:12])[N:9]([CH3:13])[CH:8]1[CH3:14].[CH3:6][NH+:7]1[CH2:11][CH:10]([CH3:12])[N:9]([CH3:13])[CH:8]1[CH3:14], predict the reactants needed to synthesize it. The reactants are: COC(=O)[O-].[CH3:6][NH+:7]1[CH2:11][CH:10]([CH3:12])[N:9]([CH3:13])[CH:8]1[CH3:14].[CH3:15][C:16]1[CH:17]=[C:18]([C:25]([OH:27])=[O:26])[C:19](=[CH:23][CH:24]=1)[C:20]([OH:22])=[O:21].C(=O)=O. (5) Given the product [Br:28][C:29]1[CH:37]=[CH:36][C:32]([C:33]([NH:13][C:6]2[C:7]3[C:12](=[CH:11][CH:10]=[CH:9][CH:8]=3)[C:3]([O:2][CH3:1])=[C:4]([S:22][CH2:23][C:24]([O:26][CH3:27])=[O:25])[CH:5]=2)=[O:34])=[CH:31][CH:30]=1, predict the reactants needed to synthesize it. The reactants are: [CH3:1][O:2][C:3]1[C:12]2[C:7](=[CH:8][CH:9]=[CH:10][CH:11]=2)[C:6]([NH:13]S(C2SC=CC=2)(=O)=O)=[CH:5][C:4]=1[S:22][CH2:23][C:24]([O:26][CH3:27])=[O:25].[Br:28][C:29]1[CH:37]=[CH:36][C:32]([C:33](Cl)=[O:34])=[CH:31][CH:30]=1. (6) Given the product [N:29]1([CH2:28][CH2:27][O:15][N:14]=[C:12]([C@@H:11]2[C@:16]3([CH3:24])[C@H:8]([C@H:7]4[C@H:19]([CH2:18][CH2:17]3)[C@:20]3([CH3:23])[C:4]([CH2:3][C@@H:2]([OH:1])[CH2:22][CH2:21]3)=[CH:5][CH2:6]4)[CH2:9][CH2:10]2)[CH3:13])[CH2:34][CH2:33][CH2:32][CH2:31][CH2:30]1, predict the reactants needed to synthesize it. The reactants are: [OH:1][C@H:2]1[CH2:22][CH2:21][C@@:20]2([CH3:23])[C:4](=[CH:5][CH2:6][C@@H:7]3[C@@H:19]2[CH2:18][CH2:17][C@@:16]2([CH3:24])[C@H:8]3[CH2:9][CH2:10][C@@H:11]2[C:12](=[N:14][OH:15])[CH3:13])[CH2:3]1.Cl.Cl[CH2:27][CH2:28][N:29]1[CH2:34][CH2:33][CH2:32][CH2:31][CH2:30]1.[H-].[Na+]. (7) Given the product [CH:19]([C:16]1[CH:17]=[CH:18][C:13]([CH2:4][CH2:5][CH2:6][C:7]([OH:9])=[O:8])=[CH:14][CH:15]=1)([CH3:21])[CH3:20], predict the reactants needed to synthesize it. The reactants are: II.Br[CH2:4][CH2:5][CH2:6][C:7]([O:9]CC)=[O:8].I[C:13]1[CH:18]=[CH:17][C:16]([CH:19]([CH3:21])[CH3:20])=[CH:15][CH:14]=1.Cl.